Dataset: Microsomal clearance measurements from AstraZeneca. Task: Regression/Classification. Given a drug SMILES string, predict its absorption, distribution, metabolism, or excretion properties. Task type varies by dataset: regression for continuous measurements (e.g., permeability, clearance, half-life) or binary classification for categorical outcomes (e.g., BBB penetration, CYP inhibition). For this dataset (clearance_microsome_az), we predict log10(clearance) (log10 of the in vitro intrinsic clearance, CLint, in uL/min per mg of human liver microsomal protein, equivalently mL/min/g; values are censored to the assay range of 3 to 150, which is 0.477 to 2.18 on this log10 scale). (1) The drug is Cc1c(S(=O)(=O)c2ccc(Cl)cc2)c2c(NS(C)(=O)=O)cccc2n1CC(=O)O. The log10(clearance) is 0.480. (2) The compound is CCS(=O)(=O)c1ccc(-c2cc(Cl)ccc2OCC(=O)O)cc1. The log10(clearance) is 0.480. (3) The molecule is Cc1c(Oc2ccc(Cl)cc2)c2c(NS(C)(=O)=O)cccc2n1CC(=O)O. The log10(clearance) is 0.480. (4) The molecule is CC(=O)Nc1ccc2c(c1)c(Sc1ccc(Cl)cc1)c(C)n2CC(=O)O. The log10(clearance) is 1.56.